From a dataset of NCI-60 drug combinations with 297,098 pairs across 59 cell lines. Regression. Given two drug SMILES strings and cell line genomic features, predict the synergy score measuring deviation from expected non-interaction effect. (1) Drug 1: C1=C(C(=O)NC(=O)N1)N(CCCl)CCCl. Drug 2: C1=CN(C(=O)N=C1N)C2C(C(C(O2)CO)O)O.Cl. Cell line: SNB-19. Synergy scores: CSS=20.0, Synergy_ZIP=-12.6, Synergy_Bliss=-3.66, Synergy_Loewe=-11.1, Synergy_HSA=-0.297. (2) Drug 1: CC1C(C(=O)NC(C(=O)N2CCCC2C(=O)N(CC(=O)N(C(C(=O)O1)C(C)C)C)C)C(C)C)NC(=O)C3=C4C(=C(C=C3)C)OC5=C(C(=O)C(=C(C5=N4)C(=O)NC6C(OC(=O)C(N(C(=O)CN(C(=O)C7CCCN7C(=O)C(NC6=O)C(C)C)C)C)C(C)C)C)N)C. Drug 2: C1C(C(OC1N2C=NC(=NC2=O)N)CO)O. Cell line: HT29. Synergy scores: CSS=4.51, Synergy_ZIP=-1.87, Synergy_Bliss=-4.89, Synergy_Loewe=-29.3, Synergy_HSA=-4.91. (3) Drug 1: CC(C1=C(C=CC(=C1Cl)F)Cl)OC2=C(N=CC(=C2)C3=CN(N=C3)C4CCNCC4)N. Drug 2: CCC1=CC2CC(C3=C(CN(C2)C1)C4=CC=CC=C4N3)(C5=C(C=C6C(=C5)C78CCN9C7C(C=CC9)(C(C(C8N6C)(C(=O)OC)O)OC(=O)C)CC)OC)C(=O)OC.C(C(C(=O)O)O)(C(=O)O)O. Cell line: IGROV1. Synergy scores: CSS=43.3, Synergy_ZIP=6.21, Synergy_Bliss=6.87, Synergy_Loewe=-3.06, Synergy_HSA=7.21. (4) Drug 1: C1=NC2=C(N1)C(=S)N=C(N2)N. Drug 2: C1=NC(=NC(=O)N1C2C(C(C(O2)CO)O)O)N. Cell line: NCI-H322M. Synergy scores: CSS=38.3, Synergy_ZIP=-9.67, Synergy_Bliss=-0.611, Synergy_Loewe=-0.118, Synergy_HSA=1.20. (5) Drug 1: C1=NC2=C(N1)C(=S)N=C(N2)N. Drug 2: CNC(=O)C1=NC=CC(=C1)OC2=CC=C(C=C2)NC(=O)NC3=CC(=C(C=C3)Cl)C(F)(F)F. Cell line: OVCAR-5. Synergy scores: CSS=51.4, Synergy_ZIP=-6.73, Synergy_Bliss=-2.56, Synergy_Loewe=-6.31, Synergy_HSA=-0.693. (6) Drug 1: C1=CC(=CC=C1CC(C(=O)O)N)N(CCCl)CCCl.Cl. Drug 2: CN(CCCl)CCCl.Cl. Cell line: IGROV1. Synergy scores: CSS=33.3, Synergy_ZIP=5.93, Synergy_Bliss=9.19, Synergy_Loewe=8.03, Synergy_HSA=11.7. (7) Drug 1: CC(C)(C#N)C1=CC(=CC(=C1)CN2C=NC=N2)C(C)(C)C#N. Drug 2: CN(C(=O)NC(C=O)C(C(C(CO)O)O)O)N=O. Cell line: NCI/ADR-RES. Synergy scores: CSS=-3.90, Synergy_ZIP=4.98, Synergy_Bliss=5.79, Synergy_Loewe=-1.14, Synergy_HSA=-1.24.